This data is from hERG Central: cardiac toxicity at 1µM, 10µM, and general inhibition. The task is: Predict hERG channel inhibition at various concentrations. The drug is CCOC(=O)C(C)On1c(-c2ccccc2)nc2ccc([N+](=O)[O-])cc21. Results: hERG_inhib (hERG inhibition (general)): blocker.